Binary Classification. Given a drug SMILES string, predict its activity (active/inactive) in a high-throughput screening assay against a specified biological target. From a dataset of Cav3 T-type calcium channel HTS with 100,875 compounds. (1) The molecule is o1c2c(CN3CCN(CC3)C)c(O)ccc2c(=O)c(c1C)c1c(OC)cccc1. The result is 0 (inactive). (2) The compound is O(c1nc(c2ccc(cc2)C)ccc1c1nc(on1)c1occc1)C. The result is 0 (inactive). (3) The molecule is Clc1ccc(CS(=O)(=O)N2CC(CCC2)C)cc1. The result is 0 (inactive). (4) The drug is o1c(nc(c1NCCc1cc(OC)c(OC)cc1)C#N)Cc1c2c(ccc1)cccc2. The result is 0 (inactive). (5) The compound is s1c(C(N2CC(OC(C2)C)C)c2cc(OC)c(OC)cc2)c(O)n2nc(nc12)C. The result is 0 (inactive). (6) The compound is O=C1N(Cc2c1c(ccc2)C(=O)Nc1c(c(ccc1)C)C)CCOC. The result is 0 (inactive).